Task: Predict the reactants needed to synthesize the given product.. Dataset: Full USPTO retrosynthesis dataset with 1.9M reactions from patents (1976-2016) (1) Given the product [CH:1]([C:4]1[CH:9]=[CH:8][CH:7]=[CH:6][C:5]=1[N:10]1[CH2:49][CH2:48][CH2:47][S:12]/[C:11]/1=[N:13]/[N:14]=[CH:15]\[C:16]1[CH:17]=[C:18]2[C:37](=[CH:38][CH:39]=1)[C:22]1[N:23]=[CH:24][N:25]([C:26]3[CH:31]=[CH:30][C:29]([O:32][C:33]([F:35])([F:36])[F:34])=[CH:28][CH:27]=3)[C:21]=1[CH:20]=[CH:19]2)([CH3:3])[CH3:2], predict the reactants needed to synthesize it. The reactants are: [CH:1]([C:4]1[CH:9]=[CH:8][CH:7]=[CH:6][C:5]=1[NH:10][C:11]([NH:13]/[N:14]=[CH:15]/[C:16]1[CH:17]=[C:18]2[C:37](=[CH:38][CH:39]=1)[C:22]1[N:23]=[CH:24][N:25]([C:26]3[CH:31]=[CH:30][C:29]([O:32][C:33]([F:36])([F:35])[F:34])=[CH:28][CH:27]=3)[C:21]=1[CH:20]=[CH:19]2)=[S:12])([CH3:3])[CH3:2].C([O-])([O-])=O.[K+].[K+].Br[CH2:47][CH2:48][CH2:49]Cl. (2) Given the product [C:1]([O:5][C:6]([N:8]1[CH2:12][CH2:11][CH2:10][C:9]1([C:16](=[O:17])[C:18]1[CH:23]=[C:22]([F:24])[C:21]([Cl:25])=[C:20]([Cl:26])[CH:19]=1)[CH2:13][CH2:14][CH3:15])=[O:7])([CH3:2])([CH3:3])[CH3:4], predict the reactants needed to synthesize it. The reactants are: [C:1]([O:5][C:6]([N:8]1[CH2:12][CH2:11][CH2:10][C:9]1([CH:16]([C:18]1[CH:23]=[C:22]([F:24])[C:21]([Cl:25])=[C:20]([Cl:26])[CH:19]=1)[OH:17])[CH2:13][CH2:14][CH3:15])=[O:7])([CH3:4])([CH3:3])[CH3:2]. (3) Given the product [CH2:9]([O:8][C:4]1[CH:3]=[C:2]([NH2:1])[N:6]([CH3:7])[N:5]=1)[C:10]1[CH:15]=[CH:14][CH:13]=[CH:12][CH:11]=1, predict the reactants needed to synthesize it. The reactants are: [NH2:1][C:2]1[N:6]([CH3:7])[NH:5][C:4](=[O:8])[CH:3]=1.[CH2:9](Cl)[C:10]1[CH:15]=[CH:14][CH:13]=[CH:12][CH:11]=1.C([O-])([O-])=O.[K+].[K+].CCOC(C)=O.